From a dataset of Full USPTO retrosynthesis dataset with 1.9M reactions from patents (1976-2016). Predict the reactants needed to synthesize the given product. (1) Given the product [Cl:31][C:27]1[N:26]=[C:25]([C:4]2[S:3][CH:2]=[N:6][C:5]=2[C:7]2[CH:8]=[C:9]([NH:13][S:14]([C:17]3[C:18]([F:24])=[CH:19][CH:20]=[CH:21][C:22]=3[F:23])(=[O:16])=[O:15])[CH:10]=[CH:11][CH:12]=2)[CH:30]=[CH:29][N:28]=1, predict the reactants needed to synthesize it. The reactants are: N[C:2]1[S:3][C:4]([C:25]2[CH:30]=[CH:29][N:28]=[C:27]([Cl:31])[N:26]=2)=[C:5]([C:7]2[CH:8]=[C:9]([NH:13][S:14]([C:17]3[C:22]([F:23])=[CH:21][CH:20]=[CH:19][C:18]=3[F:24])(=[O:16])=[O:15])[CH:10]=[CH:11][CH:12]=2)[N:6]=1.C(ON=O)(C)(C)C. (2) The reactants are: Cl.[CH3:2][O:3][C:4](=[O:11])[C@H:5]([CH2:7][CH:8]([CH3:10])[CH3:9])[NH2:6].[O-]S([O-])(=O)=O.[Mg+2].[CH:18](=O)[CH2:19][CH2:20][CH3:21].CCN(CC)CC.[BH4-].[Na+]. Given the product [CH2:18]([NH:6][C@@H:5]([CH2:7][CH:8]([CH3:10])[CH3:9])[C:4]([O:3][CH3:2])=[O:11])[CH2:19][CH2:20][CH3:21], predict the reactants needed to synthesize it. (3) Given the product [CH2:19]([O:18][C:16](=[O:17])[NH:11][C:10]1[CH:12]=[CH:13][C:7]([Br:6])=[C:8]([F:14])[CH:9]=1)[C:20]1[CH:25]=[CH:24][CH:23]=[CH:22][CH:21]=1, predict the reactants needed to synthesize it. The reactants are: C(=O)([O-])O.[Na+].[Br:6][C:7]1[CH:13]=[CH:12][C:10]([NH2:11])=[CH:9][C:8]=1[F:14].Cl[C:16]([O:18][CH2:19][C:20]1[CH:25]=[CH:24][CH:23]=[CH:22][CH:21]=1)=[O:17]. (4) Given the product [Cl:1][C:2]1[C:3]([O:12][C:13]2[CH:18]=[C:17]([O:19][CH2:20][CH2:21][O:22][CH3:23])[CH:16]=[CH:15][C:14]=2[CH:24]([CH3:29])[CH2:25][C:26]([NH:38][S:35]([CH2:34][CH2:33][CH2:32][O:31][CH3:30])(=[O:37])=[O:36])=[O:27])=[N:4][CH:5]=[C:6]([C:8]([F:10])([F:11])[F:9])[CH:7]=1, predict the reactants needed to synthesize it. The reactants are: [Cl:1][C:2]1[C:3]([O:12][C:13]2[CH:18]=[C:17]([O:19][CH2:20][CH2:21][O:22][CH3:23])[CH:16]=[CH:15][C:14]=2[CH:24]([CH3:29])[CH2:25][C:26](O)=[O:27])=[N:4][CH:5]=[C:6]([C:8]([F:11])([F:10])[F:9])[CH:7]=1.[CH3:30][O:31][CH2:32][CH2:33][CH2:34][S:35]([NH2:38])(=[O:37])=[O:36].N12CCCN=C1CCCCC2.